This data is from Catalyst prediction with 721,799 reactions and 888 catalyst types from USPTO. The task is: Predict which catalyst facilitates the given reaction. (1) Reactant: [CH:1]1([CH:4]2[C:13]3[C:8]4=[C:9]([CH2:17][N:18](C(OC(C)(C)C)=O)[CH2:19][CH2:20][N:7]4[CH2:6][CH2:5]2)[CH:10]=[C:11]([CH2:14][O:15][CH3:16])[CH:12]=3)[CH2:3][CH2:2]1.C(O)(C(F)(F)F)=O. Product: [CH:1]1([CH:4]2[C:13]3[C:8]4=[C:9]([CH2:17][NH:18][CH2:19][CH2:20][N:7]4[CH2:6][CH2:5]2)[CH:10]=[C:11]([CH2:14][O:15][CH3:16])[CH:12]=3)[CH2:3][CH2:2]1. The catalyst class is: 2. (2) Reactant: [CH3:1][O:2][C:3]([C:5]1[CH:6]=[N:7][NH:8][CH:9]=1)=[O:4].[CH2:10]=[O:11].C(N(CC)CC)C. Product: [OH:11][CH2:10][N:7]1[CH:6]=[C:5]([C:3]([O:2][CH3:1])=[O:4])[CH:9]=[N:8]1. The catalyst class is: 21. (3) Reactant: [CH3:1][O:2][C:3]1[CH:4]=[C:5]([CH2:9][CH2:10][NH2:11])[CH:6]=[CH:7][CH:8]=1.C(N(CC)CC)C.[CH3:19][CH2:20][O:21][C:22](Cl)=[O:23]. Product: [CH3:1][O:2][C:3]1[CH:4]=[C:5]([CH2:9][CH2:10][NH:11][C:22](=[O:23])[O:21][CH2:20][CH3:19])[CH:6]=[CH:7][CH:8]=1. The catalyst class is: 4. (4) Reactant: [O:1]1[CH2:6][C:5](=O)[CH2:4][C:3](=[O:8])[CH2:2]1.[Br:9][C:10]1[CH:11]=[C:12]([CH:15]=[CH:16][C:17]=1[Br:18])[CH:13]=O.[NH2:19]/[C:20](/[CH3:26])=[CH:21]\[C:22]([O:24][CH3:25])=[O:23]. Product: [Br:9][C:10]1[CH:11]=[C:12]([CH:13]2[C:21]([C:22]([O:24][CH3:25])=[O:23])=[C:20]([CH3:26])[NH:19][C:5]3[CH2:6][O:1][CH2:2][C:3](=[O:8])[C:4]2=3)[CH:15]=[CH:16][C:17]=1[Br:18]. The catalyst class is: 8. (5) Reactant: C(OC([N:8]1[CH2:13][CH2:12][N:11]([C:14]2[CH:19]=[CH:18][C:17]([NH:20][S:21]([C:24]3[CH:29]=[CH:28][C:27]([C@H:30]([CH3:33])[CH2:31][F:32])=[CH:26][CH:25]=3)(=[O:23])=[O:22])=[C:16]([CH3:34])[N:15]=2)[CH2:10][CH2:9]1)=O)(C)(C)C.[Br:35]N1C(=O)CCC1=O. Product: [Br:35][C:19]1[CH:18]=[C:17]([NH:20][S:21]([C:24]2[CH:29]=[CH:28][C:27]([C@H:30]([CH3:33])[CH2:31][F:32])=[CH:26][CH:25]=2)(=[O:23])=[O:22])[C:16]([CH3:34])=[N:15][C:14]=1[N:11]1[CH2:12][CH2:13][NH:8][CH2:9][CH2:10]1. The catalyst class is: 10. (6) Reactant: [CH3:1][O:2][C:3]1[CH:8]=[CH:7][CH:6]=[CH:5][C:4]=1B(O)O.[Br:12][C:13]1[CH:14]=[CH:15][CH:16]=[C:17](Br)[CH:18]=1.C(=O)(O)[O-].[Na+]. Product: [Br:12][C:13]1[CH:18]=[C:17]([C:4]2[CH:5]=[CH:6][CH:7]=[CH:8][C:3]=2[O:2][CH3:1])[CH:16]=[CH:15][CH:14]=1. The catalyst class is: 600. (7) Reactant: [S:1]([C:5]1[CH:6]=[C:7]([C:11]2[N:29](COCC[Si](C)(C)C)[C:14]3=[N:15][CH:16]=[CH:17][C:18]([C:19]4[CH:20]=[C:21]([NH:25][C:26](=[O:28])[CH3:27])[CH:22]=[CH:23][CH:24]=4)=[C:13]3[CH:12]=2)[CH:8]=[CH:9][CH:10]=1)(=[O:4])(=[O:3])[NH2:2].O.O.O.[F-].C([N+](CCCC)(CCCC)CCCC)CCC.CN(C=O)C. Product: [NH2:2][S:1]([C:5]1[CH:6]=[C:7]([C:11]2[NH:29][C:14]3=[N:15][CH:16]=[CH:17][C:18]([C:19]4[CH:20]=[C:21]([NH:25][C:26](=[O:28])[CH3:27])[CH:22]=[CH:23][CH:24]=4)=[C:13]3[CH:12]=2)[CH:8]=[CH:9][CH:10]=1)(=[O:3])=[O:4]. The catalyst class is: 13. (8) Reactant: [Cl:1][C:2]1[CH:3]=[C:4]([C:9]2([CH:13]([OH:20])[CH2:14][NH:15][CH:16]([CH3:19])[CH2:17][F:18])[CH2:12][CH2:11][CH2:10]2)[CH:5]=[CH:6][C:7]=1[Cl:8].Cl. Product: [Cl-:1].[Cl:1][C:2]1[CH:3]=[C:4]([C:9]2([CH:13]([OH:20])[CH2:14][NH2+:15][CH:16]([CH3:19])[CH2:17][F:18])[CH2:12][CH2:11][CH2:10]2)[CH:5]=[CH:6][C:7]=1[Cl:8]. The catalyst class is: 12. (9) Product: [C:1]([O:5][C:6]([N:8]1[CH:17]([C:18](=[O:19])[NH:21][CH2:22][C:23](=[O:24])[C:25]2[CH:30]=[CH:29][CH:28]=[CH:27][CH:26]=2)[CH2:16][C:15]2[C:10](=[CH:11][CH:12]=[CH:13][CH:14]=2)[CH2:9]1)=[O:7])([CH3:2])([CH3:4])[CH3:3]. Reactant: [C:1]([O:5][C:6]([N:8]1[CH:17]([C:18](O)=[O:19])[CH2:16][C:15]2[C:10](=[CH:11][CH:12]=[CH:13][CH:14]=2)[CH2:9]1)=[O:7])([CH3:4])([CH3:3])[CH3:2].[NH2:21][CH2:22][C:23]([C:25]1[CH:30]=[CH:29][CH:28]=[CH:27][CH:26]=1)=[O:24].ON1C2C=CC=CC=2N=N1.CN(C)CCCCN=C=NCC.CN1CCOCC1. The catalyst class is: 4. (10) Reactant: C(OC([N:8]1[CH2:11][CH2:10][C@H:9]1[CH2:12][O:13][C:14]1[CH:15]=[C:16]([CH2:20][CH2:21][C:22]2[CH:23]=[C:24]([CH2:28][OH:29])[CH:25]=[CH:26][CH:27]=2)[CH:17]=[N:18][CH:19]=1)=O)(C)(C)C.C(Cl)[Cl:31]. Product: [ClH:31].[NH:8]1[CH2:11][CH2:10][C@H:9]1[CH2:12][O:13][C:14]1[CH:15]=[C:16]([CH2:20][CH2:21][C:22]2[CH:23]=[C:24]([CH2:28][OH:29])[CH:25]=[CH:26][CH:27]=2)[CH:17]=[N:18][CH:19]=1. The catalyst class is: 574.